The task is: Predict the reaction yield, written as a fraction of the theoretical maximum amount of product (1.0 means a 100% yield; for example, 0.34 means a 34% yield).. This data is from Reaction yield outcomes from USPTO patents with 853,638 reactions. (1) The reactants are [C:1]([NH:8][C:9]1[CH:14]=[CH:13][C:12]([OH:15])=[C:11]([F:16])[CH:10]=1)([O:3][C:4]([CH3:7])([CH3:6])[CH3:5])=[O:2].CC([O-])(C)C.[K+].Cl[C:24]1[CH:29]=[C:28]([C:30]([NH2:32])=[O:31])[N:27]=[C:26]([C:33]([NH2:35])=[O:34])[CH:25]=1.C([O-])([O-])=O.[K+].[K+]. The catalyst is CN(C=O)C. The product is [C:30]([C:28]1[CH:29]=[C:24]([O:15][C:12]2[CH:13]=[CH:14][C:9]([NH:8][C:1](=[O:2])[O:3][C:4]([CH3:7])([CH3:6])[CH3:5])=[CH:10][C:11]=2[F:16])[CH:25]=[C:26]([C:33](=[O:34])[NH2:35])[N:27]=1)(=[O:31])[NH2:32]. The yield is 0.440. (2) The reactants are [C@H:1]1([OH:8])[CH2:6][CH2:5][C@H:4]([OH:7])[CH2:3][CH2:2]1.[H-].[Na+].F[C:12]1[CH:19]=[CH:18][C:15]([C:16]#[N:17])=[C:14]([C:20]([F:23])([F:22])[F:21])[CH:13]=1.O. The catalyst is CS(C)=O.C(OCC)C. The product is [OH:7][CH:4]1[CH2:5][CH2:6][CH:1]([O:8][C:12]2[CH:19]=[CH:18][C:15]([C:16]#[N:17])=[C:14]([C:20]([F:21])([F:23])[F:22])[CH:13]=2)[CH2:2][CH2:3]1. The yield is 0.600. (3) The reactants are [CH2:1]([O:5][C:6]1[C:14]([O:15][CH3:16])=[CH:13][CH:12]=[CH:11][C:7]=1[CH2:8]CN)[CH:2]([CH3:4])[CH3:3].[C:17](Cl)(=[O:20])[CH:18]=[CH2:19].[CH2:22]([N:24](CC)CC)C. The catalyst is C(Cl)Cl. The product is [CH2:1]([O:5][C:6]1[C:14]([O:15][CH3:16])=[CH:13][CH:12]=[CH:11][C:7]=1[CH2:8][N:24]([CH3:22])[C:17](=[O:20])[CH:18]=[CH2:19])[CH:2]([CH3:3])[CH3:4]. The yield is 0.920. (4) The reactants are [Br:1][C:2]1[CH:7]=[CH:6][CH:5]=[CH:4][C:3]=1[NH:8][N:9]=[C:10]([C:16]#[N:17])[C:11]([NH:13][CH2:14][CH3:15])=[O:12].[Cl-].[Al+3].[Cl-].[Cl-].[C@H](O)(C([O-])=O)[C@@H](O)C([O-])=O.[Na+].[K+]. The catalyst is C1(C)C=CC=CC=1.C(OCC)(=O)C. The product is [NH2:17][C:16]1[C:4]2[C:3](=[C:2]([Br:1])[CH:7]=[CH:6][CH:5]=2)[N:8]=[N:9][C:10]=1[C:11]([NH:13][CH2:14][CH3:15])=[O:12]. The yield is 0.690. (5) The reactants are Cl[C:2]1[N:7]=[C:6]([NH:8][CH:9]2[CH2:23][CH:12]3[CH2:13][N:14](C(OC(C)(C)C)=O)[CH2:15][CH:11]3[CH2:10]2)[C:5]([Cl:24])=[CH:4][N:3]=1.Cl.[CH3:26][N:27]1[C:31]([CH3:32])=[C:30]([NH2:33])[CH:29]=[N:28]1.FC(F)(F)C(O)=O.C([O-])([O-])=O.[Na+].[Na+]. The catalyst is O1CCOCC1. The product is [Cl:24][C:5]1[C:6]([NH:8][CH:9]2[CH2:10][CH:11]3[CH2:15][NH:14][CH2:13][CH:12]3[CH2:23]2)=[N:7][C:2]([NH:33][C:30]2[CH:29]=[N:28][N:27]([CH3:26])[C:31]=2[CH3:32])=[N:3][CH:4]=1. The yield is 0.196. (6) The reactants are [F:1][C:2]1[C:11]2[C:6](=[C:7]([N+:12]([O-])=O)[CH:8]=[CH:9][CH:10]=2)[CH:5]=[CH:4][CH:3]=1.[CH3:15][C:16](OC(C)=O)=[O:17]. The catalyst is CC(O)=O.[Fe]. The product is [F:1][C:2]1[CH:3]=[CH:4][CH:5]=[C:6]2[C:11]=1[CH:10]=[CH:9][CH:8]=[C:7]2[NH:12][C:16](=[O:17])[CH3:15]. The yield is 0.970. (7) The reactants are [Cl:1][C:2]1[CH:3]=[C:4]([O:14][CH2:15][C:16]2[CH:21]=[CH:20][CH:19]=[CH:18][CH:17]=2)[CH:5]=[C:6]([Cl:13])[C:7]=1[O:8][CH2:9][CH2:10][CH2:11]Br.[C:22]([OH:30])(=[O:29])[C:23]1[CH:28]=[CH:27][CH:26]=[CH:25][CH:24]=1.C(=O)([O-])[O-:32].[K+].[K+].CN(C)C=O. The catalyst is O. The product is [Cl:1][C:2]1[CH:3]=[C:4]([O:14][C:15](=[O:32])[C:16]2[CH:21]=[CH:20][CH:19]=[CH:18][CH:17]=2)[CH:5]=[C:6]([Cl:13])[C:7]=1[O:8][CH2:9][CH2:10][CH2:11][O:29][C:22](=[O:30])[C:23]1[CH:28]=[CH:27][CH:26]=[CH:25][CH:24]=1. The yield is 0.800.